Dataset: Forward reaction prediction with 1.9M reactions from USPTO patents (1976-2016). Task: Predict the product of the given reaction. (1) The product is: [Si:13]([O:30][CH2:31][CH:32]1[O:35][C:4]2[C:5]3[C:10]([C:1](=[O:12])[C:2](=[O:11])[C:3]=2[S:34][CH2:33]1)=[CH:9][CH:8]=[CH:7][CH:6]=3)([C:26]([CH3:29])([CH3:27])[CH3:28])([C:20]1[CH:25]=[CH:24][CH:23]=[CH:22][CH:21]=1)[C:14]1[CH:15]=[CH:16][CH:17]=[CH:18][CH:19]=1. Given the reactants [C:1]1(=[O:12])[C:10]2[C:5](=[CH:6][CH:7]=[CH:8][CH:9]=2)[CH:4]=[CH:3][C:2]1=[O:11].[Si:13]([O:30][CH2:31][CH:32]([OH:35])[CH2:33][SH:34])([C:26]([CH3:29])([CH3:28])[CH3:27])([C:20]1[CH:25]=[CH:24][CH:23]=[CH:22][CH:21]=1)[C:14]1[CH:19]=[CH:18][CH:17]=[CH:16][CH:15]=1.C(N(C(C)C)CC)(C)C.C(OCC)(=O)C, predict the reaction product. (2) Given the reactants [C:1]1([C:18]2[CH:23]=[CH:22][CH:21]=[CH:20][CH:19]=2)[CH:6]=[CH:5][CH:4]=[C:3]([C:7]2[C:12](Br)=[CH:11][C:10]([O:14][CH3:15])=[C:9]([O:16][CH3:17])[N:8]=2)[CH:2]=1.C1(C2C=CC=CC=2)C=CC=C(C2[C:31](Br)=[N:32]C(OC)=C(OC)C=2)C=1, predict the reaction product. The product is: [C:1]1([C:18]2[CH:23]=[CH:22][CH:21]=[CH:20][CH:19]=2)[CH:6]=[CH:5][CH:4]=[C:3]([C:7]2[C:12]([C:31]#[N:32])=[CH:11][C:10]([O:14][CH3:15])=[C:9]([O:16][CH3:17])[N:8]=2)[CH:2]=1. (3) Given the reactants Br[C:2]1[C:6]2[CH:7]=[CH:8][CH:9]=[CH:10][C:5]=2[O:4][C:3]=1[CH2:11][CH:12]1[CH2:17][CH2:16][CH2:15][CH2:14][N:13]1[C:18]([C:20]1[N:21]=[C:22]([CH3:32])[S:23][C:24]=1[C:25]1[CH:30]=[CH:29][C:28]([F:31])=[CH:27][CH:26]=1)=[O:19].[Cu][C:34]#[N:35].O.C(OCC)(=O)C, predict the reaction product. The product is: [F:31][C:28]1[CH:29]=[CH:30][C:25]([C:24]2[S:23][C:22]([CH3:32])=[N:21][C:20]=2[C:18]([N:13]2[CH2:14][CH2:15][CH2:16][CH2:17][CH:12]2[CH2:11][C:3]2[O:4][C:5]3[CH:10]=[CH:9][CH:8]=[CH:7][C:6]=3[C:2]=2[C:34]#[N:35])=[O:19])=[CH:26][CH:27]=1. (4) Given the reactants C([O-])(=O)CCC.[C:7]([O:10][C:11]1[CH:19]=[CH:18][CH:17]=[CH:16][C:12]=1[C:13]([OH:15])=[O:14])(=[O:9])[CH3:8].C(=O)([O-])[O-].[K+].[K+].[CH2:26]([O:33][C:34](=[O:39])[CH2:35][CH2:36][CH2:37]Br)[C:27]1[CH:32]=[CH:31][CH:30]=[CH:29][CH:28]=1, predict the reaction product. The product is: [C:7]([O:10][C:11]1[CH:19]=[CH:18][CH:17]=[CH:16][C:12]=1[C:13]([O:15][CH2:37][CH2:36][CH2:35][C:34]([O:33][CH2:26][C:27]1[CH:28]=[CH:29][CH:30]=[CH:31][CH:32]=1)=[O:39])=[O:14])(=[O:9])[CH3:8]. (5) Given the reactants [F:1][C:2]1[C:3]([N+:15]([O-])=O)=[C:4]([CH:12]=[CH:13][CH:14]=1)[NH:5][C:6]1[CH:11]=[CH:10][CH:9]=[CH:8][CH:7]=1, predict the reaction product. The product is: [F:1][C:2]1[CH:14]=[CH:13][CH:12]=[C:4]([NH:5][C:6]2[CH:11]=[CH:10][CH:9]=[CH:8][CH:7]=2)[C:3]=1[NH2:15]. (6) Given the reactants C([O:3][C:4]([C:6]1[N:7]([CH2:33][CH:34]=[CH2:35])[CH:8]=[C:9]([C:11]([C:17]2[CH:18]=[C:19]3[C:23](=[CH:24][CH:25]=2)[N:22]([C:26]2[CH:31]=[CH:30][C:29]([F:32])=[CH:28][CH:27]=2)[N:21]=[CH:20]3)([OH:16])[C:12]([F:15])([F:14])[F:13])[CH:10]=1)=[O:5])C.[Cl-].[NH4+], predict the reaction product. The product is: [CH2:33]([N:7]1[CH:8]=[C:9]([C:11]([C:17]2[CH:18]=[C:19]3[C:23](=[CH:24][CH:25]=2)[N:22]([C:26]2[CH:31]=[CH:30][C:29]([F:32])=[CH:28][CH:27]=2)[N:21]=[CH:20]3)([OH:16])[C:12]([F:14])([F:15])[F:13])[CH:10]=[C:6]1[C:4]([OH:5])=[O:3])[CH:34]=[CH2:35]. (7) Given the reactants [NH2:1][C@H:2]([C:5]([OH:7])=[O:6])[CH2:3][SH:4].[OH-].[Na+].[CH3:10]I.Cl[C:13]([O:15][CH3:16])=[O:14].Cl, predict the reaction product. The product is: [CH3:16][O:15][C:13]([NH:1][C@H:2]([C:5]([OH:7])=[O:6])[CH2:3][S:4][CH3:10])=[O:14].